Predict the reaction yield, written as a fraction of the theoretical maximum amount of product (1.0 means a 100% yield; for example, 0.34 means a 34% yield). From a dataset of Reaction yield outcomes from USPTO patents with 853,638 reactions. (1) The reactants are C(N(CC)C(C)C)(C)C.[Cl:10][C:11]1[N:12]=[CH:13][C:14]([C:17]([OH:19])=O)=[N:15][CH:16]=1.[F:20][C:21]([F:27])([F:26])[C:22]1([NH2:25])[CH2:24][CH2:23]1.C([O-])(O)=O.[Na+]. No catalyst specified. The product is [Cl:10][C:11]1[N:12]=[CH:13][C:14]([C:17]([NH:25][C:22]2([C:21]([F:27])([F:26])[F:20])[CH2:24][CH2:23]2)=[O:19])=[N:15][CH:16]=1. The yield is 0.670. (2) The reactants are [F:1][C:2]([F:31])([F:30])[C:3]1[C:11]([C:12]#[N:13])=[CH:10][CH:9]=[C:8]2[C:4]=1[CH:5]=[CH:6][N:7]2[CH2:14][C:15]1[N:19]=[C:18]([C:20]2[CH:25]=[CH:24][CH:23]=[C:22]([C:26]([F:29])([F:28])[F:27])[CH:21]=2)[O:17][N:16]=1.[BH3-]C#N.[Na+]. The catalyst is C(O)(C(F)(F)F)=O. The product is [F:31][C:2]([F:1])([F:30])[C:3]1[C:11]([C:12]#[N:13])=[CH:10][CH:9]=[C:8]2[C:4]=1[CH2:5][CH2:6][N:7]2[CH2:14][C:15]1[N:19]=[C:18]([C:20]2[CH:25]=[CH:24][CH:23]=[C:22]([C:26]([F:28])([F:29])[F:27])[CH:21]=2)[O:17][N:16]=1. The yield is 0.520. (3) The reactants are [NH2:1][CH2:2][CH2:3][O:4][CH2:5][CH2:6][O:7][CH2:8][CH2:9][O:10][CH2:11][CH2:12][OH:13].C(N(CC)CC)C.[F:21][C:22]([F:33])([F:32])[C:23](O[C:23](=[O:24])[C:22]([F:33])([F:32])[F:21])=[O:24]. The catalyst is CO. The product is [F:21][C:22]([F:33])([F:32])[C:23]([NH:1][CH2:2][CH2:3][O:4][CH2:5][CH2:6][O:7][CH2:8][CH2:9][O:10][CH2:11][CH2:12][OH:13])=[O:24]. The yield is 0.460. (4) The reactants are [CH2:1]([O:3][CH2:4][CH2:5][OH:6])[CH3:2].[H-].[Na+].I[CH2:10][C:11]([OH:13])=[O:12]. The yield is 0.680. The product is [CH2:1]([O:3][CH2:4][CH2:5][O:6][CH2:10][C:11]([OH:13])=[O:12])[CH3:2]. The catalyst is CN(C=O)C. (5) The reactants are Br[C:2]1[CH:23]=[CH:22][C:5]2[C:6]3[N:10]([CH2:11][CH2:12][O:13][C:4]=2[CH:3]=1)[CH:9]=[C:8]([C:14]1[N:15]([CH:19]([CH3:21])[CH3:20])[N:16]=[CH:17][N:18]=1)[N:7]=3.[B:24]1([B:24]2[O:29][CH2:28][C:27]([CH3:31])([CH3:30])[CH2:26][O:25]2)[O:29][CH2:28][C:27]([CH3:31])([CH3:30])[CH2:26][O:25]1.C([O-])(=O)C.[K+].O1CCOCC1. The catalyst is C(Cl)Cl. The product is [CH3:30][C:27]1([CH3:31])[CH2:28][O:29][B:24]([C:2]2[CH:23]=[CH:22][C:5]3[C:6]4[N:10]([CH2:11][CH2:12][O:13][C:4]=3[CH:3]=2)[CH:9]=[C:8]([C:14]2[N:15]([CH:19]([CH3:21])[CH3:20])[N:16]=[CH:17][N:18]=2)[N:7]=4)[O:25][CH2:26]1. The yield is 0.920. (6) The reactants are [CH3:1][C:2]1[O:6][N:5]=[C:4]([C:7]2[CH:12]=[CH:11][CH:10]=[CH:9][CH:8]=2)[C:3]=1[CH2:13][O:14][C:15]1[CH:23]=[CH:22][C:18]([C:19]([OH:21])=O)=[CH:17][N:16]=1.Cl.[N:25]1[N:29]2[CH2:30][CH2:31][CH2:32][NH:33][C:28]2=[CH:27][CH:26]=1. No catalyst specified. The product is [N:25]1[N:29]2[CH2:30][CH2:31][CH2:32][N:33]([C:19]([C:18]3[CH:17]=[N:16][C:15]([O:14][CH2:13][C:3]4[C:4]([C:7]5[CH:8]=[CH:9][CH:10]=[CH:11][CH:12]=5)=[N:5][O:6][C:2]=4[CH3:1])=[CH:23][CH:22]=3)=[O:21])[C:28]2=[CH:27][CH:26]=1. The yield is 0.310. (7) The reactants are C(OC([N:8]1[C:12]2[CH:13]=[CH:14][CH:15]=[CH:16][C:11]=2[N:10]=[C:9]1[CH2:17][NH:18][CH:19]1[C:28]2[N:27]=[CH:26][CH:25]=[CH:24][C:23]=2[CH2:22][CH2:21][CH2:20]1)=O)(C)(C)C.[CH:29]([C:31]1[CH:40]=[CH:39][C:34]([C:35]([O:37][CH3:38])=[O:36])=[CH:33][CH:32]=1)=O.[BH-](OC(C)=O)(OC(C)=O)OC(C)=O.[Na+].C(=O)(O)[O-].[Na+]. The catalyst is C(Cl)Cl.C(O)(C(F)(F)F)=O. The product is [CH3:38][O:37][C:35](=[O:36])[C:34]1[CH:39]=[CH:40][C:31]([CH2:29][N:18]([CH2:17][C:9]2[NH:8][C:12]3[CH:13]=[CH:14][CH:15]=[CH:16][C:11]=3[N:10]=2)[CH:19]2[C:28]3[N:27]=[CH:26][CH:25]=[CH:24][C:23]=3[CH2:22][CH2:21][CH2:20]2)=[CH:32][CH:33]=1. The yield is 0.740.